From a dataset of Catalyst prediction with 721,799 reactions and 888 catalyst types from USPTO. Predict which catalyst facilitates the given reaction. (1) The catalyst class is: 4. Reactant: [C:1]([N:4]1[CH2:9][CH2:8][N:7]([C:10]2[CH:11]=[CH:12][C:13]([CH2:16][CH2:17][C:18]3[CH:23]=[CH:22][C:21]([CH2:24][CH2:25][OH:26])=[CH:20][CH:19]=3)=[N:14][CH:15]=2)[CH2:6][CH2:5]1)(=[O:3])[CH3:2].C(N(CC)CC)C.[CH3:34][S:35](Cl)(=[O:37])=[O:36].O. Product: [CH3:34][S:35]([O:26][CH2:25][CH2:24][C:21]1[CH:20]=[CH:19][C:18]([CH2:17][CH2:16][C:13]2[CH:12]=[CH:11][C:10]([N:7]3[CH2:6][CH2:5][N:4]([C:1](=[O:3])[CH3:2])[CH2:9][CH2:8]3)=[CH:15][N:14]=2)=[CH:23][CH:22]=1)(=[O:37])=[O:36]. (2) Reactant: B(F)(F)F.CCOCC.[Si]([C:14]#[N:15])(C)(C)C.O[CH:17]1[C:21]2[CH:22]=[CH:23][CH:24]=[CH:25][C:20]=2[S:19](=[O:27])(=[O:26])[N:18]1[CH2:28][C:29]1[CH:34]=[CH:33][C:32]([O:35][CH3:36])=[CH:31][CH:30]=1. Product: [C:14]([CH:17]1[C:21]2[CH:22]=[CH:23][CH:24]=[CH:25][C:20]=2[S:19](=[O:27])(=[O:26])[N:18]1[CH2:28][C:29]1[CH:34]=[CH:33][C:32]([O:35][CH3:36])=[CH:31][CH:30]=1)#[N:15]. The catalyst class is: 2. (3) The catalyst class is: 504. Reactant: [OH-].[NH4+:2].[CH2:3]([C:6]1[N:7]([CH2:19][CH2:20][CH2:21][C:22](OCC)=[O:23])[C:8]2[C:17]3[CH:16]=[CH:15][CH:14]=[CH:13][C:12]=3[N:11]=[CH:10][C:9]=2[N:18]=1)[CH2:4][CH3:5]. Product: [CH2:3]([C:6]1[N:7]([CH2:19][CH2:20][CH2:21][C:22]([NH2:2])=[O:23])[C:8]2[C:17]3[CH:16]=[CH:15][CH:14]=[CH:13][C:12]=3[N:11]=[CH:10][C:9]=2[N:18]=1)[CH2:4][CH3:5]. (4) Reactant: C[Si]([C:5]#[C:6][C:7]1[CH:12]=[CH:11][C:10]([O:13][CH2:14][C:15]([O:17][CH2:18][CH3:19])=[O:16])=[CH:9][C:8]=1[O:20][CH2:21][C:22]([O:24][CH2:25][CH3:26])=[O:23])(C)C.[F-].C([N+](CCCC)(CCCC)CCCC)CCC. Product: [C:6]([C:7]1[CH:12]=[CH:11][C:10]([O:13][CH2:14][C:15]([O:17][CH2:18][CH3:19])=[O:16])=[CH:9][C:8]=1[O:20][CH2:21][C:22]([O:24][CH2:25][CH3:26])=[O:23])#[CH:5]. The catalyst class is: 4. (5) Reactant: [CH3:1][O:2][C:3]1[CH:8]=[CH:7][C:6]([NH:9][C:10]2[N:23]([CH2:24][CH2:25][CH2:26][N:27]3[CH2:32][CH2:31][CH2:30][CH2:29][CH2:28]3)[C:13]3=[N:14][C:15]([C:18]([O:20]CC)=[O:19])=[CH:16][CH:17]=[C:12]3[N:11]=2)=[CH:5][CH:4]=1.O1CCCC1.[Li+].[OH-]. Product: [CH3:1][O:2][C:3]1[CH:4]=[CH:5][C:6]([NH:9][C:10]2[N:23]([CH2:24][CH2:25][CH2:26][N:27]3[CH2:32][CH2:31][CH2:30][CH2:29][CH2:28]3)[C:13]3=[N:14][C:15]([C:18]([OH:20])=[O:19])=[CH:16][CH:17]=[C:12]3[N:11]=2)=[CH:7][CH:8]=1. The catalyst class is: 5.